From a dataset of Reaction yield outcomes from USPTO patents with 853,638 reactions. Predict the reaction yield, written as a fraction of the theoretical maximum amount of product (1.0 means a 100% yield; for example, 0.34 means a 34% yield). (1) The reactants are [Na+].[CH:2]([O:5][C:6]([NH:8][C:9]1[CH:14]=[CH:13][C:12]([C:15]2[CH:20]=[CH:19][C:18]([S:21]([O-:24])(=O)=[O:22])=[CH:17][CH:16]=2)=[CH:11][CH:10]=1)=[O:7])([CH3:4])[CH3:3].N1C=CC=CC=1.O=P(Cl)(Cl)[Cl:33].P(Cl)(Cl)(Cl)(Cl)Cl.[Na+].[Cl-]. The catalyst is ClCCl.C1(C)C=CC=CC=1. The product is [CH:2]([O:5][C:6](=[O:7])[NH:8][C:9]1[CH:14]=[CH:13][C:12]([C:15]2[CH:20]=[CH:19][C:18]([S:21]([Cl:33])(=[O:24])=[O:22])=[CH:17][CH:16]=2)=[CH:11][CH:10]=1)([CH3:4])[CH3:3]. The yield is 0.960. (2) The reactants are C([O:3][C:4](=[O:19])[C:5]1[CH:10]=[C:9]([C:11]#[C:12][C:13]2[CH:18]=[CH:17][CH:16]=[CH:15][CH:14]=2)[CH:8]=[N:7][CH:6]=1)C.[OH-].[Na+]. The catalyst is CO.O. The product is [C:13]1([C:12]#[C:11][C:9]2[CH:8]=[N:7][CH:6]=[C:5]([CH:10]=2)[C:4]([OH:19])=[O:3])[CH:14]=[CH:15][CH:16]=[CH:17][CH:18]=1. The yield is 0.950. (3) The reactants are [Br:1][C:2]1[CH:9]=[CH:8][C:5]([CH2:6]Br)=[CH:4][CH:3]=1.C(N(CC)CC)C.[NH:17]1[CH2:22][CH2:21][NH:20][CH2:19][C:18]1=[O:23]. The catalyst is C1COCC1. The product is [Br:1][C:2]1[CH:9]=[CH:8][C:5]([CH2:6][N:20]2[CH2:21][CH2:22][NH:17][C:18](=[O:23])[CH2:19]2)=[CH:4][CH:3]=1. The yield is 0.930. (4) The product is [S:8]1[C:6]2=[N:7][CH:2]=[CH:3][N:4]=[C:5]2[N:10]=[C:9]1[NH:11][C:12]1[O:13][C@:14]2([CH2:22][N:23]=1)[CH:19]1[CH2:20][CH2:21][N:16]([CH2:17][CH2:18]1)[CH2:15]2. The reactants are Br[C:2]1[N:7]=[C:6]2[S:8][C:9]([NH:11][C:12]3[O:13][C@:14]4([CH2:22][N:23]=3)[CH:19]3[CH2:20][CH2:21][N:16]([CH2:17][CH2:18]3)[CH2:15]4)=[N:10][C:5]2=[N:4][CH:3]=1.Cl. The yield is 0.675. The catalyst is CO. (5) The reactants are [OH-].[NH4+:2].Cl([O-])(=O)(=O)=O.[F:8][C:9]1[CH:10]=[CH:11][C:12]2[C:13]3[C:14]4[C:26](=[O:27])[CH2:25][C:24]([CH3:29])([CH3:28])[CH2:23][C:15]=4[O+]=[C:17]([CH3:22])[C:18]=3[NH:19][C:20]=2[CH:21]=1.O. The catalyst is C(O)(C)C. The product is [F:8][C:9]1[CH:10]=[CH:11][C:12]2[C:13]3[C:14]4[C:26](=[O:27])[CH2:25][C:24]([CH3:28])([CH3:29])[CH2:23][C:15]=4[N:2]=[C:17]([CH3:22])[C:18]=3[NH:19][C:20]=2[CH:21]=1. The yield is 0.500. (6) The product is [C:39]([O:38][C:36](=[O:37])[N:19]([C@H:10]1[C@H:11]([C:13]2[CH:18]=[CH:17][CH:16]=[CH:15][CH:14]=2)[CH2:12][N:8]([CH2:1][C:2]2[CH:7]=[CH:6][CH:5]=[CH:4][CH:3]=2)[CH2:9]1)[CH3:20])([CH3:40])([CH3:41])[CH3:42]. The yield is 0.760. The catalyst is C(Cl)Cl. The reactants are [CH2:1]([N:8]1[CH2:12][C@@H:11]([C:13]2[CH:18]=[CH:17][CH:16]=[CH:15][CH:14]=2)[C@H:10]([NH:19][CH3:20])[CH2:9]1)[C:2]1[CH:7]=[CH:6][CH:5]=[CH:4][CH:3]=1.CCN(CC)CC.[CH3:40][C:39]([O:38][C:36](O[C:36]([O:38][C:39]([CH3:42])([CH3:41])[CH3:40])=[O:37])=[O:37])([CH3:42])[CH3:41]. (7) The reactants are [Br:1][C:2]1[CH:28]=[N:27][C:5]2[N:6]=[C:7]([N:13]3[CH2:17][CH2:16][C@@H:15]([N:18](C)[C:19](=O)OC(C)(C)C)[CH2:14]3)[C:8]3[N:9]([CH:10]=[N:11][N:12]=3)[C:4]=2[CH:3]=1.C(O)(C(F)(F)F)=O. The catalyst is C(Cl)Cl. The product is [Br:1][C:2]1[CH:28]=[N:27][C:5]2[N:6]=[C:7]([N:13]3[CH2:17][CH2:16][C@@H:15]([NH:18][CH3:19])[CH2:14]3)[C:8]3[N:9]([CH:10]=[N:11][N:12]=3)[C:4]=2[CH:3]=1. The yield is 0.670.